This data is from Catalyst prediction with 721,799 reactions and 888 catalyst types from USPTO. The task is: Predict which catalyst facilitates the given reaction. Reactant: [Cl:1][C:2]1[CH:7]=[CH:6][C:5]([S:8][C:9]2[C:17]3[C:12](=[CH:13][CH:14]=[CH:15][C:16]=3[C:18]3C=N[CH:21]=[N:22][CH:23]=3)[N:11]([CH2:24][C:25]([OH:27])=[O:26])[C:10]=2[CH3:28])=[CH:4][CH:3]=1.C([Sn](CCCC)(CCCC)[C:34]1C=NC=C[N:35]=1)CCC.[C:48]1([CH3:54])[CH:53]=CC=C[CH:49]=1. Product: [Cl:1][C:2]1[CH:3]=[CH:4][C:5]([S:8][C:9]2[C:17]3[C:12](=[CH:13][CH:14]=[CH:15][C:16]=3[C:18]3[CH:23]=[N:22][CH:21]=[CH:34][N:35]=3)[N:11]([CH2:24][C:25]([O:27][C:48]([CH3:54])([CH3:53])[CH3:49])=[O:26])[C:10]=2[CH3:28])=[CH:6][CH:7]=1. The catalyst class is: 73.